This data is from Full USPTO retrosynthesis dataset with 1.9M reactions from patents (1976-2016). The task is: Predict the reactants needed to synthesize the given product. (1) Given the product [Si:23]([O:13][CH2:12][C:10]1[N:11]=[C:7]([CH:4]2[CH2:3][CH2:2][O:1][CH2:6][CH2:5]2)[S:8][CH:9]=1)([C:19]([CH3:22])([CH3:21])[CH3:20])([CH3:25])[CH3:24], predict the reactants needed to synthesize it. The reactants are: [O:1]1[CH2:6][CH2:5][CH:4]([C:7]2[S:8][CH:9]=[C:10]([CH2:12][OH:13])[N:11]=2)[CH2:3][CH2:2]1.N1C=CN=C1.[C:19]([Si:23](Cl)([CH3:25])[CH3:24])([CH3:22])([CH3:21])[CH3:20]. (2) Given the product [Cl:1][C:2]1[CH:3]=[CH:4][C:5]([C:6]2([OH:7])[C:8]3[C:9](=[CH:13][CH:14]=[CH:15][CH:16]=3)[C:10](=[O:12])[N:30]2[CH:28]([C:27]2[CH:31]=[CH:32][C:24]([Cl:23])=[CH:25][CH:26]=2)[CH3:29])=[CH:17][CH:18]=1, predict the reactants needed to synthesize it. The reactants are: [Cl:1][C:2]1[CH:18]=[CH:17][C:5]([C:6]([C:8]2[CH:16]=[CH:15][CH:14]=[CH:13][C:9]=2[C:10]([OH:12])=O)=[O:7])=[CH:4][CH:3]=1.S(Cl)(Cl)=O.[Cl:23][C:24]1[CH:32]=[CH:31][C:27]([C@@H:28]([NH2:30])[CH3:29])=[CH:26][CH:25]=1.CCN(C(C)C)C(C)C. (3) Given the product [Cl:9][CH2:10][C:11]1[NH:12][C:3]2=[N:4][CH:5]=[CH:6][CH:7]=[C:2]2[N:1]=1, predict the reactants needed to synthesize it. The reactants are: [NH2:1][C:2]1[CH:3]=[N:4][CH:5]=[CH:6][C:7]=1N.[Cl:9][CH2:10][C:11]#[N:12]. (4) The reactants are: [CH3:1][O:2][CH:3]([O:13][CH3:14])[CH2:4][C:5]1[CH:10]=[CH:9][CH:8]=[C:7]([NH2:11])[C:6]=1[NH2:12].[C:15](N1C=CN=C1)(N1C=CN=C1)=[O:16]. Given the product [CH3:14][O:13][CH:3]([O:2][CH3:1])[CH2:4][C:5]1[C:6]2[NH:12][C:15](=[O:16])[NH:11][C:7]=2[CH:8]=[CH:9][CH:10]=1, predict the reactants needed to synthesize it. (5) Given the product [CH:1]1([CH:10]([NH2:11])[C:9]2[CH:12]=[CH:13][CH:14]=[CH:15][C:8]=2[F:7])[CH2:4][CH2:3][CH2:2]1, predict the reactants needed to synthesize it. The reactants are: [CH:1]1(Br)[CH2:4][CH2:3][CH2:2]1.[Mg].[F:7][C:8]1[CH:15]=[CH:14][CH:13]=[CH:12][C:9]=1[C:10]#[N:11].[BH4-].[Na+]. (6) The reactants are: CN(C)/[CH:3]=[C:4](\[F:16])/[C:5]([C:7]1[N:11]([CH:12]([CH3:14])[CH3:13])[C:10]([CH3:15])=[N:9][CH:8]=1)=O.Cl.[NH2:19][C:20]([NH2:22])=[NH:21].C[O-].[Na+]. Given the product [F:16][C:4]1[C:5]([C:7]2[N:11]([CH:12]([CH3:13])[CH3:14])[C:10]([CH3:15])=[N:9][CH:8]=2)=[N:21][C:20]([NH2:22])=[N:19][CH:3]=1, predict the reactants needed to synthesize it. (7) Given the product [Br:30][C:7]1[C:8](=[O:24])[N:9]([C:13]2[CH:22]=[CH:21][C:16]([C:17]([O:19][CH3:20])=[O:18])=[CH:15][C:14]=2[F:23])[C:10]([CH3:12])=[CH:11][C:6]=1[O:5][CH2:4][C:3]1[CH:25]=[CH:26][C:27]([F:29])=[CH:28][C:2]=1[F:1], predict the reactants needed to synthesize it. The reactants are: [F:1][C:2]1[CH:28]=[C:27]([F:29])[CH:26]=[CH:25][C:3]=1[CH2:4][O:5][C:6]1[CH:11]=[C:10]([CH3:12])[N:9]([C:13]2[CH:22]=[CH:21][C:16]([C:17]([O:19][CH3:20])=[O:18])=[CH:15][C:14]=2[F:23])[C:8](=[O:24])[CH:7]=1.[Br:30]N1C(=O)CCC1=O.C([O-])(O)=O.[Na+].